From a dataset of Forward reaction prediction with 1.9M reactions from USPTO patents (1976-2016). Predict the product of the given reaction. (1) Given the reactants O1CCOCC1.[C:7]([O:17][C:18](=[C:20]([F:22])[F:21])[F:19])([C:10]([C:13]([F:16])([F:15])[F:14])([F:12])[F:11])([F:9])[F:8].[OH:23][CH2:24][CH2:25][CH2:26][CH2:27][CH2:28][CH2:29][OH:30].[OH-].[K+], predict the reaction product. The product is: [C:13]([C:10]([C:7]([O:17][CH:18]([C:20]([O:23][CH2:24][CH2:25][CH2:26][CH2:27][CH2:28][CH2:29][OH:30])([F:21])[F:22])[F:19])([F:9])[F:8])([F:12])[F:11])([F:16])([F:15])[F:14]. (2) Given the reactants [O:1]=[P:2]12[O:13]P3(OP(OP(O3)([O:9]1)=O)(=O)[O:3]2)=O.P(=O)(O)(O)O.[NH2:20][C:21]([CH3:54])([CH2:24][CH2:25][C:26]1[CH:27]=[C:28]2[C:51](=[CH:52][CH:53]=1)[C:32]1=[N:33][O:34][C:35]([C:36]3[C:40]([C:41]([F:44])([F:43])[F:42])=[C:39]([C:45]4[CH:50]=[CH:49][CH:48]=[CH:47][CH:46]=4)[O:38][N:37]=3)=[C:31]1[CH2:30][CH2:29]2)[CH2:22]O.O, predict the reaction product. The product is: [P:2]([OH:13])([OH:9])([O:3][CH2:54][C:21]([NH2:20])([CH3:22])[CH2:24][CH2:25][C:26]1[CH:27]=[C:28]2[C:51](=[CH:52][CH:53]=1)[C:32]1=[N:33][O:34][C:35]([C:36]3[C:40]([C:41]([F:44])([F:43])[F:42])=[C:39]([C:45]4[CH:46]=[CH:47][CH:48]=[CH:49][CH:50]=4)[O:38][N:37]=3)=[C:31]1[CH2:30][CH2:29]2)=[O:1]. (3) Given the reactants CC[O-].[Na+].[O:5]=[C:6]([CH3:13])[CH2:7][C:8]([O:10][CH2:11][CH3:12])=[O:9].Br[CH2:15][CH2:16][CH:17]([CH3:19])[CH3:18], predict the reaction product. The product is: [C:6]([CH:7]([CH2:15][CH2:16][CH:17]([CH3:19])[CH3:18])[C:8]([O:10][CH2:11][CH3:12])=[O:9])(=[O:5])[CH3:13]. (4) Given the reactants [CH3:1][O:2][C:3]1[C:12](N)=[CH:11][CH:10]=[C:9]2[C:4]=1[CH:5]=[CH:6][C:7]([CH3:15])([CH3:14])[O:8]2.[BrH:16].N([O-])=O.[Na+].NC1C=CC=CC=1, predict the reaction product. The product is: [Br:16][C:12]1[C:3]([O:2][CH3:1])=[C:4]2[C:9](=[CH:10][CH:11]=1)[O:8][C:7]([CH3:15])([CH3:14])[CH:6]=[CH:5]2. (5) The product is: [Br:19][C:17]1[N:16]=[C:15]([CH3:20])[N:14]=[C:13]([NH:12][C:2]2[S:3][C:4]([C:7]([O:9][CH2:10][CH3:11])=[O:8])=[CH:5][N:6]=2)[CH:18]=1. Given the reactants Cl[C:2]1[S:3][C:4]([C:7]([O:9][CH2:10][CH3:11])=[O:8])=[CH:5][N:6]=1.[NH2:12][C:13]1[CH:18]=[C:17]([Br:19])[N:16]=[C:15]([CH3:20])[N:14]=1, predict the reaction product. (6) Given the reactants [CH2:1]([C:8]1([CH2:11][C@H:12]([CH2:16][C:17]([N:19]2[CH2:24][CH2:23][O:22][CH2:21][CH2:20]2)=[O:18])[C:13](O)=[O:14])[CH2:10][CH2:9]1)[C:2]1[CH:7]=[CH:6][CH:5]=[CH:4][CH:3]=1.FC(F)(F)C(O)=O.[NH2:32][CH:33]([CH2:43][CH3:44])[C@@H:34]([C:36]1[N:40]=[C:39]([CH2:41][CH3:42])[O:38][N:37]=1)[OH:35], predict the reaction product. The product is: [CH2:1]([C:8]1([CH2:11][C@H:12]([CH2:16][C:17]([N:19]2[CH2:24][CH2:23][O:22][CH2:21][CH2:20]2)=[O:18])[C:13]([NH:32][C@H:33]([C:34]([C:36]2[N:40]=[C:39]([CH2:41][CH3:42])[O:38][N:37]=2)=[O:35])[CH2:43][CH3:44])=[O:14])[CH2:10][CH2:9]1)[C:2]1[CH:7]=[CH:6][CH:5]=[CH:4][CH:3]=1. (7) Given the reactants Cl.Cl.[C:3]1([CH2:9][N:10]2[CH2:15][CH2:14][N:13]([CH2:16][C:17]3[CH:22]=[CH:21][CH:20]=[CH:19][CH:18]=3)[CH2:12][CH:11]2[C:23]([O:25]CC)=[O:24])[CH:8]=[CH:7][CH:6]=[CH:5][CH:4]=1.[OH-].[Na+], predict the reaction product. The product is: [C:3]1([CH2:9][N:10]2[CH2:15][CH2:14][N:13]([CH2:16][C:17]3[CH:18]=[CH:19][CH:20]=[CH:21][CH:22]=3)[CH2:12][CH:11]2[C:23]([OH:25])=[O:24])[CH:4]=[CH:5][CH:6]=[CH:7][CH:8]=1. (8) Given the reactants Br[C:2]1[N:7]=[C:6]([CH3:8])[C:5]([C:9]([N:11]2[CH2:16][CH2:15][N:14]([C:17]3[C:22]([CH3:23])=[CH:21][C:20]([CH:24]4[CH2:26][CH2:25]4)=[CH:19][N:18]=3)[CH2:13][CH2:12]2)=[O:10])=[CH:4][CH:3]=1.[CH3:27][CH:28]1[NH:32][C:31](=[O:33])[CH2:30][CH2:29]1, predict the reaction product. The product is: [CH:24]1([C:20]2[CH:21]=[C:22]([CH3:23])[C:17]([N:14]3[CH2:15][CH2:16][N:11]([C:9]([C:5]4[CH:4]=[CH:3][C:2]([N:32]5[CH:28]([CH3:27])[CH2:29][CH2:30][C:31]5=[O:33])=[N:7][C:6]=4[CH3:8])=[O:10])[CH2:12][CH2:13]3)=[N:18][CH:19]=2)[CH2:26][CH2:25]1.